Dataset: Catalyst prediction with 721,799 reactions and 888 catalyst types from USPTO. Task: Predict which catalyst facilitates the given reaction. (1) Reactant: [CH3:1][O:2][C:3](=[O:64])[C@H:4]1[O:51][C@@H:8]([O:9][C:10]2[CH:15]=[CH:14][C:13]([C:16]3[N:17]([CH2:34][C:35]4[CH:40]=[CH:39][C:38]([O:41][CH2:42][CH2:43][N:44]5[CH2:50][CH2:49][CH2:48][CH2:47][CH2:46][CH2:45]5)=[CH:37][CH:36]=4)[C:18]4[C:23]([C:24]=3[CH3:25])=[CH:22][C:21]([O:26]CC3C=CC=CC=3)=[CH:20][CH:19]=4)=[CH:12][CH:11]=2)[C@:7]([C:53](=[O:55])[CH3:54])([OH:52])[C@@:6]([C:57](=[O:59])[CH3:58])([OH:56])[C@@H:5]1[O:60][C:61](=[O:63])[CH3:62]. Product: [CH3:1][O:2][C:3](=[O:64])[C@H:4]1[O:51][C@@H:8]([O:9][C:10]2[CH:15]=[CH:14][C:13]([C:16]3[N:17]([CH2:34][C:35]4[CH:36]=[CH:37][C:38]([O:41][CH2:42][CH2:43][N:44]5[CH2:45][CH2:46][CH2:47][CH2:48][CH2:49][CH2:50]5)=[CH:39][CH:40]=4)[C:18]4[C:23]([C:24]=3[CH3:25])=[CH:22][C:21]([OH:26])=[CH:20][CH:19]=4)=[CH:12][CH:11]=2)[C@:7]([C:53](=[O:55])[CH3:54])([OH:52])[C@@:6]([C:57](=[O:59])[CH3:58])([OH:56])[C@@H:5]1[O:60][C:61](=[O:63])[CH3:62]. The catalyst class is: 358. (2) Reactant: [Br:1][C:2]1[CH:7]=[CH:6][C:5]([C:8]2[N:9]=[C:10]([NH:13][CH:14]([C:17]([F:20])([F:19])[F:18])[CH2:15][OH:16])[S:11][CH:12]=2)=[CH:4][CH:3]=1.C(N(CC)CC)C.Cl[C:29](Cl)([O:31]C(=O)OC(Cl)(Cl)Cl)Cl.C(=O)(O)[O-].[Na+]. Product: [Br:1][C:2]1[CH:7]=[CH:6][C:5]([C:8]2[N:9]=[C:10]([N:13]3[CH:14]([C:17]([F:18])([F:20])[F:19])[CH2:15][O:16][C:29]3=[O:31])[S:11][CH:12]=2)=[CH:4][CH:3]=1. The catalyst class is: 2.